From a dataset of Full USPTO retrosynthesis dataset with 1.9M reactions from patents (1976-2016). Predict the reactants needed to synthesize the given product. (1) Given the product [C:6]([N:8]1[CH2:15][C:14](=[CH2:16])[CH2:13][C@H:9]1[C:10]([NH:41][C:37]1[CH:38]=[CH:39][C:40]2[N:28]([CH2:26][CH3:27])[C:29]3[C:34]([C:35]=2[CH:36]=1)=[CH:33][CH:32]=[CH:31][CH:30]=3)=[O:12])(=[O:7])[C:18]1[CH:23]=[CH:22][CH:21]=[CH:20][CH:19]=1, predict the reactants needed to synthesize it. The reactants are: C(O[C:6]([N:8]1[CH2:15][C:14](=[CH2:16])[CH2:13][C@H:9]1[C:10]([OH:12])=O)=[O:7])(C)(C)C.C(Cl)(=O)[C:18]1[CH:23]=[CH:22][CH:21]=[CH:20][CH:19]=1.[CH2:26]([N:28]1[C:40]2[CH:39]=[CH:38][C:37]([NH2:41])=[CH:36][C:35]=2[C:34]2[C:29]1=[CH:30][CH:31]=[CH:32][CH:33]=2)[CH3:27]. (2) Given the product [CH2:11]([O:13][C:14]([C:16]1([CH2:22][CH2:23][O:24][CH3:25])[CH2:17][CH2:18][N:19]([S:7]([C:1]2[CH:6]=[CH:5][CH:4]=[CH:3][CH:2]=2)(=[O:9])=[O:8])[CH2:20][CH2:21]1)=[O:15])[CH3:12], predict the reactants needed to synthesize it. The reactants are: [C:1]1([S:7](Cl)(=[O:9])=[O:8])[CH:6]=[CH:5][CH:4]=[CH:3][CH:2]=1.[CH2:11]([O:13][C:14]([C:16]1([CH2:22][CH2:23][O:24][CH3:25])[CH2:21][CH2:20][NH:19][CH2:18][CH2:17]1)=[O:15])[CH3:12].